Dataset: Reaction yield outcomes from USPTO patents with 853,638 reactions. Task: Predict the reaction yield, written as a fraction of the theoretical maximum amount of product (1.0 means a 100% yield; for example, 0.34 means a 34% yield). The reactants are CC(C)=CC[O:5][C:6]1[CH:16]=[CH:15][C:9]([C:10]([O:12][CH2:13][CH3:14])=[O:11])=[CH:8][CH:7]=1. The catalyst is C1(OC)C=CC=CC=1. The product is [CH3:7][CH:8]([C:16]1[CH:15]=[C:9]([CH:8]=[CH:7][C:6]=1[OH:5])[C:10]([O:12][CH2:13][CH3:14])=[O:11])[C:9]([CH3:15])=[CH2:10]. The yield is 0.270.